From a dataset of Forward reaction prediction with 1.9M reactions from USPTO patents (1976-2016). Predict the product of the given reaction. (1) Given the reactants [CH2:1]=[C:2]1[C@@H:15]2[O:16][C:12]3[C:13]4[C@:14]52[CH2:17][CH2:18][N:19]([CH2:20][CH:21]2[CH2:23][CH2:22]2)[C@H:6]([CH2:7][C:8]=4[CH:9]=[CH:10][C:11]=3[OH:24])[C@:5]5([OH:25])[CH2:4][CH2:3]1.C1(C[N+]2([O-])CC[C@]34C5C6O[C@H]3C(=O)CC[C@@]4(OCC)[C@H]2CC=5C=CC=6[OH:45])CC1.B.C1COCC1.[OH-].[Na+].OO.[NH4+].[Cl-], predict the reaction product. The product is: [CH:21]1([CH2:20][N:19]2[CH2:18][CH2:17][C@:14]34[C:13]5[C:12]6[O:16][C@H:15]3[C@@H:2]([CH2:1][OH:45])[CH2:3][CH2:4][C@@:5]4([OH:25])[C@H:6]2[CH2:7][C:8]=5[CH:9]=[CH:10][C:11]=6[OH:24])[CH2:23][CH2:22]1. (2) Given the reactants [C:1]([C:3]1[CH:8]=[CH:7][C:6]([C@H:9]([NH:11][C:12]([C:14]2[C:22]3[C:17](=[N:18][CH:19]=[C:20]([C:23]4[C:31]5[C:26](=[CH:27][C:28]([F:32])=[CH:29][CH:30]=5)[N:25]([CH3:33])[N:24]=4)[N:21]=3)[N:16](COCC[Si](C)(C)C)[CH:15]=2)=[O:13])[CH3:10])=[CH:5][CH:4]=1)#[N:2].CCCC[N+](CCCC)(CCCC)CCCC.[F-], predict the reaction product. The product is: [C:1]([C:3]1[CH:4]=[CH:5][C:6]([C@H:9]([NH:11][C:12]([C:14]2[C:22]3[C:17](=[N:18][CH:19]=[C:20]([C:23]4[C:31]5[C:26](=[CH:27][C:28]([F:32])=[CH:29][CH:30]=5)[N:25]([CH3:33])[N:24]=4)[N:21]=3)[NH:16][CH:15]=2)=[O:13])[CH3:10])=[CH:7][CH:8]=1)#[N:2].